This data is from Catalyst prediction with 721,799 reactions and 888 catalyst types from USPTO. The task is: Predict which catalyst facilitates the given reaction. (1) Reactant: O.[OH-].[Li+].[CH3:4][N:5]1[CH:9]=[C:8]([C:10]2[N:15]=[C:14]([C:16]3[CH:17]=[N:18][N:19]([CH:21]([CH2:27][C:28]([O:30]C)=[O:29])[CH2:22][C:23]([O:25]C)=[O:24])[CH:20]=3)[N:13]3[CH:32]=[CH:33][N:34]=[C:12]3[CH:11]=2)[CH:7]=[N:6]1. Product: [CH3:4][N:5]1[CH:9]=[C:8]([C:10]2[N:15]=[C:14]([C:16]3[CH:17]=[N:18][N:19]([CH:21]([CH2:27][C:28]([OH:30])=[O:29])[CH2:22][C:23]([OH:25])=[O:24])[CH:20]=3)[N:13]3[CH:32]=[CH:33][N:34]=[C:12]3[CH:11]=2)[CH:7]=[N:6]1. The catalyst class is: 72. (2) Reactant: [CH:1]1([C@H:7]([NH:12][C:13]([C:15]2[C:24]([NH:25][C:26]([NH:28][C:29]3[C:34]([Cl:35])=[CH:33][C:32]([Cl:36])=[CH:31][C:30]=3[Cl:37])=[O:27])=[CH:23][C:22]3[C:17](=[CH:18][CH:19]=[CH:20][CH:21]=3)[N:16]=2)=[O:14])[C:8]([O:10]C)=[O:9])[CH2:6][CH2:5][CH2:4][CH2:3][CH2:2]1.[Li+].[OH-].Cl. Product: [CH:1]1([C@H:7]([NH:12][C:13]([C:15]2[C:24]([NH:25][C:26]([NH:28][C:29]3[C:30]([Cl:37])=[CH:31][C:32]([Cl:36])=[CH:33][C:34]=3[Cl:35])=[O:27])=[CH:23][C:22]3[C:17](=[CH:18][CH:19]=[CH:20][CH:21]=3)[N:16]=2)=[O:14])[C:8]([OH:10])=[O:9])[CH2:6][CH2:5][CH2:4][CH2:3][CH2:2]1. The catalyst class is: 87. (3) Reactant: [NH2:1][C:2]1[N:7]=[CH:6][C:5]([NH:8][C:9]([C:11]2[N:12]([CH2:21][C:22]3[CH:27]=[CH:26][CH:25]=[C:24]([F:28])[CH:23]=3)[C:13]3[C:18]([CH:19]=2)=[CH:17][C:16]([F:20])=[CH:15][CH:14]=3)=[O:10])=[CH:4][CH:3]=1.Br[CH:30]([CH3:39])[C:31]([C:33]1[CH:38]=[CH:37][CH:36]=[CH:35][CH:34]=1)=O. Product: [CH3:39][C:30]1[N:7]2[CH:6]=[C:5]([NH:8][C:9]([C:11]3[N:12]([CH2:21][C:22]4[CH:27]=[CH:26][CH:25]=[C:24]([F:28])[CH:23]=4)[C:13]4[C:18]([CH:19]=3)=[CH:17][C:16]([F:20])=[CH:15][CH:14]=4)=[O:10])[CH:4]=[CH:3][C:2]2=[N:1][C:31]=1[C:33]1[CH:38]=[CH:37][CH:36]=[CH:35][CH:34]=1. The catalyst class is: 10.